From a dataset of Reaction yield outcomes from USPTO patents with 853,638 reactions. Predict the reaction yield, written as a fraction of the theoretical maximum amount of product (1.0 means a 100% yield; for example, 0.34 means a 34% yield). (1) The reactants are Cl[CH2:2][C:3]1[CH:8]=[CH:7][CH:6]=[C:5]([S:9][CH:10]2[CH2:14][CH2:13][CH2:12][CH2:11]2)[N:4]=1.C([O:17][C:18](=[O:30])[CH:19]([CH3:29])[CH2:20][C:21]1[CH:26]=[CH:25][C:24]([OH:27])=[C:23]([Cl:28])[CH:22]=1)C. No catalyst specified. The product is [Cl:28][C:23]1[CH:22]=[C:21]([CH2:20][CH:19]([CH3:29])[C:18]([OH:30])=[O:17])[CH:26]=[CH:25][C:24]=1[O:27][CH2:2][C:3]1[CH:8]=[CH:7][CH:6]=[C:5]([S:9][CH:10]2[CH2:14][CH2:13][CH2:12][CH2:11]2)[N:4]=1. The yield is 0.850. (2) The reactants are C(=O)([O-])[O-].[K+].[K+].[CH2:7]([CH:9]([C:15]([CH3:17])=[O:16])C(OCC)=O)[CH3:8].Br[CH2:19][C:20]1[CH:25]=[CH:24][C:23]([CH:26]([CH3:31])[C:27]([O:29]C)=[O:28])=[C:22]([F:32])[CH:21]=1. The catalyst is CC(C)=O. The product is [CH2:7]([CH2:9][C:15](=[O:16])[CH2:17][CH2:19][C:20]1[CH:25]=[CH:24][C:23]([CH:26]([CH3:31])[C:27]([OH:29])=[O:28])=[C:22]([F:32])[CH:21]=1)[CH3:8]. The yield is 0.450. (3) The yield is 0.960. The product is [S:10]1[CH:11]=[CH:12][C:13]2[CH:4]([CH2:1][CH:23]([OH:22])[CH2:24][OH:28])[C:5]3[CH:17]=[CH:16][CH:15]=[CH:14][C:6]=3[CH2:7][CH2:8][C:9]1=2. The reactants are [CH2:1]([CH:4]1[C:13]2[CH:12]=[CH:11][S:10][C:9]=2[CH2:8][CH2:7][C:6]2[CH:14]=[CH:15][CH:16]=[CH:17][C:5]1=2)C=C.C[N+]1([O-])[CH2:24][CH2:23][O:22]CC1.O.S(=O)(O)[O-:28].[Na+]. The catalyst is C(O)(C)(C)C.[Os](=O)(=O)(=O)=O. (4) The reactants are [F:1][C:2]1[CH:7]=[CH:6][C:5]([C:8]2[O:9][C:10]3[CH:20]=[C:19]([N:21]([CH3:26])[S:22]([CH3:25])(=[O:24])=[O:23])[C:18]([CH:27]4[CH2:31][N:30]([CH3:32])[C@H:29]([C:33]([OH:35])=O)[CH2:28]4)=[CH:17][C:11]=3[C:12]=2[C:13](=[O:16])[NH:14][CH3:15])=[CH:4][CH:3]=1.C1C=CC2N(O)N=NC=2C=1.CCN=C=NCCCN(C)C.[NH2:57][C:58]1[C:63]([F:64])=[CH:62][CH:61]=[CH:60][C:59]=1[OH:65]. The catalyst is CN(C=O)C.O. The product is [F:64][C:63]1[CH:62]=[CH:61][CH:60]=[C:59]([OH:65])[C:58]=1[NH:57][C:33]([C@@H:29]1[CH2:28][CH:27]([C:18]2[C:19]([N:21]([CH3:26])[S:22]([CH3:25])(=[O:24])=[O:23])=[CH:20][C:10]3[O:9][C:8]([C:5]4[CH:4]=[CH:3][C:2]([F:1])=[CH:7][CH:6]=4)=[C:12]([C:13](=[O:16])[NH:14][CH3:15])[C:11]=3[CH:17]=2)[CH2:31][N:30]1[CH3:32])=[O:35]. The yield is 0.434. (5) The reactants are C(NCC)C.C(O)(C)(C)C.Br[CH2:12][C:13]([C:15]1[CH:20]=[CH:19][C:18]([N+:21]([O-:23])=[O:22])=[CH:17][CH:16]=1)=[O:14].[N+:24]([C:27]1[CH:32]=[CH:31][C:30]([C:33](=[O:35])[CH3:34])=[CH:29][CH:28]=1)([O-:26])=[O:25]. The catalyst is C1C=CC=CC=1.[Cl-].[Zn+2].[Cl-].O. The product is [N+:21]([C:18]1[CH:19]=[CH:20][C:15]([C:13](=[O:14])[CH2:12][CH2:34][C:33]([C:30]2[CH:29]=[CH:28][C:27]([N+:24]([O-:26])=[O:25])=[CH:32][CH:31]=2)=[O:35])=[CH:16][CH:17]=1)([O-:23])=[O:22]. The yield is 0.610. (6) The reactants are [NH2:1][C:2]1([C:20]([OH:22])=[O:21])[CH2:7][CH2:6][C:5]([C:14]2[CH:19]=[CH:18][CH:17]=[CH:16][CH:15]=2)([C:8]2[CH:13]=[CH:12][CH:11]=[CH:10][CH:9]=2)[CH2:4][CH2:3]1.C(N(CC)CC)C.[C:30](=O)([O:46]N1C(=O)CCC1=O)[O:31][CH2:32][CH:33]1[C:45]2[CH:44]=[CH:43][CH:42]=[CH:41][C:40]=2[C:39]2[C:34]1=[CH:35][CH:36]=[CH:37][CH:38]=2. The catalyst is C(#N)C.O. The product is [C:30]([CH:7]1[CH2:6][C:5]([C:8]2[CH:13]=[CH:12][CH:11]=[CH:10][CH:9]=2)([C:14]2[CH:15]=[CH:16][CH:17]=[CH:18][CH:19]=2)[CH2:4][CH2:3][C:2]1([NH2:1])[C:20]([OH:22])=[O:21])([O:31][CH2:32][CH:33]1[C:34]2[C:39](=[CH:38][CH:37]=[CH:36][CH:35]=2)[C:40]2[C:45]1=[CH:44][CH:43]=[CH:42][CH:41]=2)=[O:46]. The yield is 0.390.